This data is from Forward reaction prediction with 1.9M reactions from USPTO patents (1976-2016). The task is: Predict the product of the given reaction. (1) Given the reactants [C:1]([O:5][C:6]([N:8]1[CH2:12][C@H:11]([OH:13])[CH2:10][C@H:9]1[C:14]([O:16][CH3:17])=[O:15])=[O:7])([CH3:4])([CH3:3])[CH3:2].CCN(C(C)C)C(C)C.[C:27]1([CH3:37])[CH:32]=[CH:31][C:30]([S:33](Cl)(=[O:35])=[O:34])=[CH:29][CH:28]=1, predict the reaction product. The product is: [CH3:17][O:16][C:14]([C@@H:9]1[CH2:10][C@@H:11]([O:13][S:33]([C:30]2[CH:31]=[CH:32][C:27]([CH3:37])=[CH:28][CH:29]=2)(=[O:35])=[O:34])[CH2:12][N:8]1[C:6]([O:5][C:1]([CH3:4])([CH3:3])[CH3:2])=[O:7])=[O:15]. (2) Given the reactants [Br:1][C:2]1[CH:11]=[CH:10][CH:9]=[C:8]2[C:3]=1[CH:4]=[CH:5][C:6]([S:12]([O:15]C1C(F)=C(F)C(F)=C(F)C=1F)(=[O:14])=O)=[CH:7]2.[N:27]1[CH:32]=[CH:31][C:30]([NH2:33])=[N:29][CH:28]=1.C[Si]([N-][Si](C)(C)C)(C)C.[Li+].C(O)(=O)C, predict the reaction product. The product is: [Br:1][C:2]1[CH:11]=[CH:10][CH:9]=[C:8]2[C:3]=1[CH:4]=[CH:5][C:6]([S:12]([NH:33][C:30]1[CH:31]=[CH:32][N:27]=[CH:28][N:29]=1)(=[O:14])=[O:15])=[CH:7]2. (3) Given the reactants [N:1]([CH2:4][C:5]1[C:9]([C:10]2[CH:14]=[CH:13][S:12][CH:11]=2)=[C:8]([C:15]2[CH:20]=[C:19]([CH:21]([CH3:23])[CH3:22])[C:18]([O:24][CH2:25][C:26]3[CH:31]=[CH:30][CH:29]=[CH:28][CH:27]=3)=[CH:17][C:16]=2[O:32][CH2:33][C:34]2[CH:39]=[CH:38][CH:37]=[CH:36][CH:35]=2)[O:7][N:6]=1)=[N+:2]=[N-:3].[C:40](OC=C)(=O)[CH3:41], predict the reaction product. The product is: [N:1]1([CH2:4][C:5]2[C:9]([C:10]3[CH:14]=[CH:13][S:12][CH:11]=3)=[C:8]([C:15]3[CH:20]=[C:19]([CH:21]([CH3:23])[CH3:22])[C:18]([O:24][CH2:25][C:26]4[CH:27]=[CH:28][CH:29]=[CH:30][CH:31]=4)=[CH:17][C:16]=3[O:32][CH2:33][C:34]3[CH:39]=[CH:38][CH:37]=[CH:36][CH:35]=3)[O:7][N:6]=2)[CH:41]=[CH:40][N:3]=[N:2]1. (4) The product is: [F:1][C:2]1[CH:3]=[C:4]([C:9]2[CH2:13][CH:12]([CH2:14][N:15]3[CH:19]=[CH:18][N:17]=[N:16]3)[O:11][N:10]=2)[CH:5]=[CH:6][C:7]=1[N:26]1[CH2:31][CH2:30][S:29][CH2:28][CH2:27]1. Given the reactants [F:1][C:2]1[CH:3]=[C:4]([C:9]2[CH2:13][CH:12]([CH2:14][N:15]3[CH:19]=[CH:18][N:17]=[N:16]3)[O:11][N:10]=2)[CH:5]=[CH:6][C:7]=1F.C(=O)([O-])[O-].[K+].[K+].[NH:26]1[CH2:31][CH2:30][S:29][CH2:28][CH2:27]1, predict the reaction product. (5) Given the reactants [CH2:1]([C:3]1[S:40][C:6]2[N:7]([CH2:21][C:22]3[CH:27]=[CH:26][C:25]([C:28]4[CH:33]=[CH:32][CH:31]=[CH:30][C:29]=4[C:34]4[NH:38][C:37](=[O:39])[O:36][N:35]=4)=[CH:24][CH:23]=3)[C:8](=[O:20])[N:9]([CH2:12][C:13](=[O:19])[C:14]([CH3:18])([CH3:17])[CH2:15][OH:16])[C:10](=[O:11])[C:5]=2[CH:4]=1)[CH3:2].[C:41](OC(=O)C)(=[O:43])[CH3:42].C(OCC)(=O)C.O, predict the reaction product. The product is: [C:41]([O:16][CH2:15][C:14]([CH3:18])([CH3:17])[C:13](=[O:19])[CH2:12][N:9]1[C:10](=[O:11])[C:5]2[CH:4]=[C:3]([CH2:1][CH3:2])[S:40][C:6]=2[N:7]([CH2:21][C:22]2[CH:27]=[CH:26][C:25]([C:28]3[CH:33]=[CH:32][CH:31]=[CH:30][C:29]=3[C:34]3[NH:38][C:37](=[O:39])[O:36][N:35]=3)=[CH:24][CH:23]=2)[C:8]1=[O:20])(=[O:43])[CH3:42]. (6) Given the reactants C(OC(=O)[NH:7][C@H:8]1[CH2:13][CH2:12][C@@H:11]([N:14]2[C:19](=[O:20])[C:18]3[CH:21]=[C:22]([F:25])[CH:23]=[N:24][C:17]=3[N:16]([C:26]3[CH:31]=[CH:30][CH:29]=[C:28](I)[CH:27]=3)[C:15]2=[O:33])[CH2:10][CH2:9]1)(C)(C)C.[ClH:35], predict the reaction product. The product is: [ClH:35].[NH2:7][C@@H:8]1[CH2:13][CH2:12][C@H:11]([N:14]2[C:19](=[O:20])[C:18]3[CH:21]=[C:22]([F:25])[CH:23]=[N:24][C:17]=3[N:16]([C:26]3[CH:27]=[C:28]([C:8]4[CH:13]=[CH:12][CH:11]=[CH:10][CH:9]=4)[CH:29]=[CH:30][CH:31]=3)[C:15]2=[O:33])[CH2:10][CH2:9]1.